Dataset: Catalyst prediction with 721,799 reactions and 888 catalyst types from USPTO. Task: Predict which catalyst facilitates the given reaction. (1) Reactant: CC1(C)[O:38][C@H:5]2[O:6][C@H:7]([CH2:15][N:16]3[C:24]4[C:19](=[CH:20][CH:21]=[CH:22][CH:23]=4)[C:18]4([C:36]5[C:27](=[CH:28][C:29]6[O:34][CH2:33][CH2:32][O:31][C:30]=6[CH:35]=5)[O:26][CH2:25]4)[C:17]3=[O:37])[C@@H:8]3[O:12]C(C)(C)[O:10][C@@H:9]3[C@H:4]2[O:3]1. Product: [O:37]=[C:17]1[C:18]2([C:36]3[C:27](=[CH:28][C:29]4[O:34][CH2:33][CH2:32][O:31][C:30]=4[CH:35]=3)[O:26][CH2:25]2)[C:19]2[C:24](=[CH:23][CH:22]=[CH:21][CH:20]=2)[N:16]1[CH2:15][C@H:7]1[O:6][CH:5]([OH:38])[C@H:4]([OH:3])[C@@H:9]([OH:10])[C@H:8]1[OH:12]. The catalyst class is: 55. (2) Reactant: [F:1][C:2]([F:12])([C:7]1[CH:11]=[CH:10][NH:9][N:8]=1)[C:3]([F:6])([F:5])[F:4].[NH:13]1[CH2:17][CH2:16][CH2:15][CH2:14]1.[CH2:18]=O. Product: [F:12][C:2]([F:1])([C:7]1[CH:11]=[CH:10][N:9]([CH2:18][N:13]2[CH2:17][CH2:16][CH2:15][CH2:14]2)[N:8]=1)[C:3]([F:6])([F:5])[F:4]. The catalyst class is: 8. (3) Reactant: Br[CH2:2][C:3]1[C:4]([C:27]2[CH:32]=[CH:31][CH:30]=[CH:29][CH:28]=2)=[N:5][C:6]2[C:11]([C:12]=1[C:13]([NH:15][N:16]([C:21]1[CH:26]=[CH:25][CH:24]=[CH:23][CH:22]=1)[C:17]([O:19][CH3:20])=[O:18])=[O:14])=[CH:10][CH:9]=[CH:8][CH:7]=2.[N:33]1[NH:34][C:35](=[O:42])[N:36]2[CH2:41][CH2:40]N[CH2:38][C:37]=12.[CH2:43](N(CC)CC)C.C([O-])(O)=O.[Na+]. Product: [O:42]=[C:35]1[N:36]2[CH2:41][CH2:40][CH:43]([CH2:2][C:3]3[C:4]([C:27]4[CH:32]=[CH:31][CH:30]=[CH:29][CH:28]=4)=[N:5][C:6]4[C:11]([C:12]=3[C:13]([NH:15][N:16]([C:21]3[CH:26]=[CH:25][CH:24]=[CH:23][CH:22]=3)[C:17]([O:19][CH3:20])=[O:18])=[O:14])=[CH:10][CH:9]=[CH:8][CH:7]=4)[CH2:38][C:37]2=[N:33][NH:34]1. The catalyst class is: 249. (4) Reactant: [CH3:1][O:2][CH2:3][C@H:4]([OH:6])[CH3:5].[H-].[Na+].[NH2:9][C:10]1[C:15]([O:16][CH2:17][CH:18]2[CH2:23][CH2:22][N:21]([C:24]3[N:29]=[C:28](Cl)[N:27]=[C:26]([C:31]([NH:33][CH2:34][CH3:35])=[O:32])[CH:25]=3)[CH2:20][CH2:19]2)=[CH:14][C:13]([C:36]2[N:37]=[N:38][N:39]([CH3:42])[C:40]=2[CH3:41])=[CH:12][N:11]=1. Product: [NH2:9][C:10]1[C:15]([O:16][CH2:17][CH:18]2[CH2:19][CH2:20][N:21]([C:24]3[N:29]=[C:28]([O:6][C@H:4]([CH3:5])[CH2:3][O:2][CH3:1])[N:27]=[C:26]([C:31]([NH:33][CH2:34][CH3:35])=[O:32])[CH:25]=3)[CH2:22][CH2:23]2)=[CH:14][C:13]([C:36]2[N:37]=[N:38][N:39]([CH3:42])[C:40]=2[CH3:41])=[CH:12][N:11]=1. The catalyst class is: 3. (5) Reactant: Br[Si](C)(C)C.[P:6]([O:12][C@H:13]1[CH2:17][O:16][C@@H:15]2[C@H:18]([O:21][N+:22]([O-:24])=[O:23])[CH2:19][O:20][C@H:14]12)([O:10]C)([O:8][CH3:9])=[O:7].CO. Product: [P:6]([OH:10])([O:12][C@H:13]1[CH2:17][O:16][C@@H:15]2[C@H:18]([O:21][N+:22]([O-:24])=[O:23])[CH2:19][O:20][C@H:14]12)([O:8][CH3:9])=[O:7]. The catalyst class is: 10.